From a dataset of Reaction yield outcomes from USPTO patents with 853,638 reactions. Predict the reaction yield, written as a fraction of the theoretical maximum amount of product (1.0 means a 100% yield; for example, 0.34 means a 34% yield). (1) The reactants are [C:1]([C@H:5]1[CH2:10][CH2:9][C@H:8]([NH:11][C:12]2[N:13]=[CH:14][C:15]3[C:20]([C:21]=2[Cl:22])=[CH:19][C:18]([C:23]([O:25]C)=[O:24])=[CH:17][CH:16]=3)[CH2:7][CH2:6]1)([CH3:4])([CH3:3])[CH3:2].[OH-].[Na+]. The catalyst is CO. The product is [C:1]([C@H:5]1[CH2:6][CH2:7][C@H:8]([NH:11][C:12]2[N:13]=[CH:14][C:15]3[C:20]([C:21]=2[Cl:22])=[CH:19][C:18]([C:23]([OH:25])=[O:24])=[CH:17][CH:16]=3)[CH2:9][CH2:10]1)([CH3:4])([CH3:2])[CH3:3]. The yield is 0.680. (2) The reactants are [Br:1]N1C(=O)CCC1=O.[CH:9]1[C:14]2[NH:15][C:16]3[C:21]([C:13]=2[CH:12]=[C:11]([C:22]([O:24][CH2:25][CH3:26])=[O:23])[N:10]=1)=[CH:20][CH:19]=[CH:18][CH:17]=3. The catalyst is C(O)(=O)C. The product is [Br:1][C:19]1[CH:20]=[C:21]2[C:16](=[CH:17][CH:18]=1)[NH:15][C:14]1[CH:9]=[N:10][C:11]([C:22]([O:24][CH2:25][CH3:26])=[O:23])=[CH:12][C:13]2=1. The yield is 0.980. (3) The reactants are [Cl:1][C:2]1[CH:3]=[C:4]([CH:13]=[CH:14][C:15]=1[O:16][C:17]([F:20])([F:19])[F:18])/[CH:5]=[N:6]/[S@@:7]([C:9]([CH3:12])([CH3:11])[CH3:10])=[O:8].[CH2:21]1COC[CH2:22]1.C([Mg]Br)C. The catalyst is CCOCC. The product is [Cl:1][C:2]1[CH:3]=[C:4]([C@H:5]([NH:6][S@@:7]([C:9]([CH3:10])([CH3:11])[CH3:12])=[O:8])[CH2:21][CH3:22])[CH:13]=[CH:14][C:15]=1[O:16][C:17]([F:20])([F:18])[F:19]. The yield is 0.840. (4) The reactants are [CH2:1]([N:8]1[CH2:13][C:12]([C:14]2[CH:19]=[CH:18][C:17]([F:20])=[CH:16][CH:15]=2)=[C:11]([C:21]([O:23]CC)=[O:22])[CH2:10][CH2:9]1)[C:2]1[CH:7]=[CH:6][CH:5]=[CH:4][CH:3]=1.[ClH:26]. The catalyst is C(O)(=O)C. The product is [ClH:26].[CH2:1]([N:8]1[CH2:13][C:12]([C:14]2[CH:15]=[CH:16][C:17]([F:20])=[CH:18][CH:19]=2)=[C:11]([C:21]([OH:23])=[O:22])[CH2:10][CH2:9]1)[C:2]1[CH:3]=[CH:4][CH:5]=[CH:6][CH:7]=1. The yield is 0.780. (5) The reactants are N1([C:6](N2C=CN=C2)=[O:7])C=CN=C1.[CH2:13]([OH:18])[CH2:14][CH2:15][CH2:16][CH3:17].[CH3:19][S:20]([C:23]1[CH:28]=[CH:27][C:26]([N:29]2[C:33]3=[N:34][CH:35]=[N:36][C:37]([O:38][CH:39]4[CH2:44][CH2:43][NH:42][CH2:41][CH2:40]4)=[C:32]3[CH:31]=[N:30]2)=[CH:25][CH:24]=1)(=[O:22])=[O:21].C(N(CC)CC)C. The catalyst is CS(C)=O. The product is [CH2:13]([O:18][C:6]([N:42]1[CH2:43][CH2:44][CH:39]([O:38][C:37]2[N:36]=[CH:35][N:34]=[C:33]3[N:29]([C:26]4[CH:27]=[CH:28][C:23]([S:20]([CH3:19])(=[O:21])=[O:22])=[CH:24][CH:25]=4)[N:30]=[CH:31][C:32]=23)[CH2:40][CH2:41]1)=[O:7])[CH2:14][CH2:15][CH2:16][CH3:17]. The yield is 0.320. (6) The reactants are C(Cl)(=O)C(Cl)=O.CS(C)=O.[Cl:11][C:12]1[N:13]=[C:14]([CH2:21][OH:22])[CH:15]=[C:16]2[CH:20]=[CH:19][O:18][C:17]=12.C(=O)=O.CC(C)=O. The catalyst is C(Cl)Cl. The product is [Cl:11][C:12]1[N:13]=[C:14]([CH:21]=[O:22])[CH:15]=[C:16]2[CH:20]=[CH:19][O:18][C:17]=12. The yield is 0.970.